From a dataset of Forward reaction prediction with 1.9M reactions from USPTO patents (1976-2016). Predict the product of the given reaction. (1) Given the reactants [CH2:1]([N:3]1[C:8](=[O:9])[C:7]([C:10]2[N:14](C3C=CC(C#N)=CC=3)[N:13]=[CH:12][C:11]=2I)=[C:6]([CH3:24])[N:5]([C:25]2[CH:30]=[CH:29][CH:28]=[C:27]([C:31]([F:34])([F:33])[F:32])[CH:26]=2)[C:4]1=[O:35])C.C([N:39]([CH2:43][CH3:44])C(C)C)(C)C.[CH3:45][S-:46].[Na+], predict the reaction product. The product is: [CH3:1][N:3]1[C:8](=[O:9])[C:7]([C:10]2[C:11]([S:46][CH3:45])=[CH:12][N:13]([C:6]3[CH:7]=[CH:10][CH:11]=[C:44]([CH:24]=3)[C:43]#[N:39])[N:14]=2)=[C:6]([CH3:24])[N:5]([C:25]2[CH:30]=[CH:29][CH:28]=[C:27]([C:31]([F:32])([F:34])[F:33])[CH:26]=2)[C:4]1=[O:35]. (2) The product is: [CH3:32][N:24]1[C:25]([CH2:27][C:28]([OH:30])=[O:29])=[CH:26][C:22]([O:21][CH2:9][CH2:8][CH2:7][C:6]2[C:2]([CH3:1])=[N:3][N:4]([C:11]3[CH:16]=[CH:15][C:14]([C:17]([F:20])([F:19])[F:18])=[CH:13][N:12]=3)[CH:5]=2)=[N:23]1. Given the reactants [CH3:1][C:2]1[C:6]([CH:7](O)[CH2:8][CH3:9])=[CH:5][N:4]([C:11]2[CH:16]=[CH:15][C:14]([C:17]([F:20])([F:19])[F:18])=[CH:13][N:12]=2)[N:3]=1.[OH:21][C:22]1[CH:26]=[C:25]([CH2:27][C:28]([O:30]C)=[O:29])[N:24]([CH3:32])[N:23]=1.C(P(CCCC)CCCC)CCC.N(C(N1CCCCC1)=O)=NC(N1CCCCC1)=O, predict the reaction product. (3) Given the reactants [NH2:1][C:2]1[CH:3]=[CH:4][C:5]([F:18])=[C:6]([C@:8]2([CH3:17])[C:13]([F:15])([F:14])[CH2:12][O:11][C:10]([NH2:16])=[N:9]2)[CH:7]=1.[Cl:19][C:20]1[N:21]=[CH:22][C:23]([C:26](O)=[O:27])=[N:24][CH:25]=1, predict the reaction product. The product is: [NH2:16][C:10]1[O:11][CH2:12][C:13]([F:14])([F:15])[C@:8]([C:6]2[CH:7]=[C:2]([NH:1][C:26]([C:23]3[CH:22]=[N:21][C:20]([Cl:19])=[CH:25][N:24]=3)=[O:27])[CH:3]=[CH:4][C:5]=2[F:18])([CH3:17])[N:9]=1. (4) Given the reactants [Cl:1][C:2]1[CH:3]=[C:4]([C@:9]([OH:29])([C:25]([F:28])([F:27])[F:26])[C:10]#[C:11][C:12]2[CH:13]=[CH:14][C:15]([N:20]3[CH:24]=[N:23][CH:22]=[N:21]3)=[C:16]([CH:19]=2)[C:17]#[N:18])[CH:5]=[C:6]([Cl:8])[CH:7]=1.[H-].COCCO[Al+]OCCOC.[Na+].[H-], predict the reaction product. The product is: [Cl:1][C:2]1[CH:3]=[C:4]([C@:9]([OH:29])([C:25]([F:26])([F:27])[F:28])/[CH:10]=[CH:11]/[C:12]2[CH:13]=[CH:14][C:15]([N:20]3[CH:24]=[N:23][CH:22]=[N:21]3)=[C:16]([CH:19]=2)[C:17]#[N:18])[CH:5]=[C:6]([Cl:8])[CH:7]=1.